This data is from Catalyst prediction with 721,799 reactions and 888 catalyst types from USPTO. The task is: Predict which catalyst facilitates the given reaction. (1) Reactant: [F:1][C:2]1[CH:19]=[CH:18][C:5]2[C:6]([CH3:17])=[C:7]([CH:9]([CH2:13][CH2:14][CH2:15][CH3:16])[CH2:10][CH2:11][OH:12])[S:8][C:4]=2[CH:3]=1.O[C:21]1[CH:26]=[CH:25][C:24]([O:27][CH2:28][C:29]([O:31][CH2:32][CH3:33])=[O:30])=[C:23]([CH3:34])[CH:22]=1.N(C(N1CCCCC1)=O)=NC(N1CCCCC1)=O.C(P(CCCC)CCCC)CCC. Product: [F:1][C:2]1[CH:19]=[CH:18][C:5]2[C:6]([CH3:17])=[C:7]([CH:9]([CH2:13][CH2:14][CH2:15][CH3:16])[CH2:10][CH2:11][O:12][C:21]3[CH:26]=[CH:25][C:24]([O:27][CH2:28][C:29]([O:31][CH2:32][CH3:33])=[O:30])=[C:23]([CH3:34])[CH:22]=3)[S:8][C:4]=2[CH:3]=1. The catalyst class is: 20. (2) Reactant: Br[C:2]1[CH:10]=[N:9][CH:8]=[CH:7][C:3]=1[C:4]([OH:6])=[O:5].[C:11]([O:19][CH2:20][CH3:21])(=[O:18])[CH2:12][C:13]([O:15][CH2:16][CH3:17])=[O:14].[H-].[Na+]. Product: [CH2:16]([O:15][C:13](=[O:14])[CH:12]([C:2]1[CH:10]=[N:9][CH:8]=[CH:7][C:3]=1[C:4]([OH:6])=[O:5])[C:11]([O:19][CH2:20][CH3:21])=[O:18])[CH3:17]. The catalyst class is: 6.